This data is from Full USPTO retrosynthesis dataset with 1.9M reactions from patents (1976-2016). The task is: Predict the reactants needed to synthesize the given product. (1) Given the product [F:13][C:14]1[CH:19]=[C:18]([F:20])[CH:17]=[CH:16][C:15]=1[C:2]1[C:3]2[N:4]([N:9]=[C:10]([NH2:12])[N:11]=2)[CH:5]=[C:6]([CH3:8])[CH:7]=1, predict the reactants needed to synthesize it. The reactants are: Br[C:2]1[C:3]2[N:4]([N:9]=[C:10]([NH2:12])[N:11]=2)[CH:5]=[C:6]([CH3:8])[CH:7]=1.[F:13][C:14]1[CH:19]=[C:18]([F:20])[CH:17]=[CH:16][C:15]=1B(O)O. (2) Given the product [ClH:20].[Cl:20][C:17]1[CH:18]=[CH:19][C:14]([C@@H:13]2[O:12][CH2:11][CH2:10][NH:9][CH2:8][C@H:7]2[CH2:6][NH:5][C:3](=[O:4])[C:2](=[O:39])[N:31]2[CH2:35][CH2:34][CH2:33][CH2:32]2)=[CH:15][C:16]=1[F:21], predict the reactants needed to synthesize it. The reactants are: Br[C:2](F)(F)[C:3]([NH:5][CH2:6][C@H:7]1[C@H:13]([C:14]2[CH:19]=[CH:18][C:17]([Cl:20])=[C:16]([F:21])[CH:15]=2)[O:12][CH2:11][CH2:10][N:9](C(OC(C)(C)C)=O)[CH2:8]1)=[O:4].[NH:31]1[CH2:35][CH2:34][CH2:33][CH2:32]1.[I-].[K+].C(=O)([O-])[O-:39].[K+].[K+]. (3) Given the product [CH3:6][O:5][C:3](=[O:4])[C:2](=[C:10]1[CH2:15][CH2:14][CH2:13][CH2:12][CH2:11]1)[C:1]([O:8][CH3:9])=[O:7], predict the reactants needed to synthesize it. The reactants are: [C:1]([O:8][CH3:9])(=[O:7])[CH2:2][C:3]([O:5][CH3:6])=[O:4].[C:10]1(=O)[CH2:15][CH2:14][CH2:13][CH2:12][CH2:11]1.N1C=CC=CC=1.O. (4) Given the product [NH2:1][C:2]1[C:7]([CH3:8])=[C:6]([C:9]2[CH:14]=[CH:13][C:12]([C:24]#[C:23][Si:22]([CH3:39])([CH3:38])[CH3:21])=[CH:11][CH:10]=2)[N:5]=[C:4]([C:16]([O:18][CH3:19])=[O:17])[C:3]=1[Cl:20], predict the reactants needed to synthesize it. The reactants are: [NH2:1][C:2]1[C:7]([CH3:8])=[C:6]([C:9]2[CH:14]=[CH:13][C:12](I)=[CH:11][CH:10]=2)[N:5]=[C:4]([C:16]([O:18][CH3:19])=[O:17])[C:3]=1[Cl:20].[CH3:21][Si:22]([CH3:39])([CH3:38])[C:23]#[C:24][Sn](CCCC)(CCCC)CCCC. (5) Given the product [CH:1]([O:5][C:6](=[O:16])[NH:7][CH2:8][C:9]1[CH:14]=[CH:13][CH:12]=[C:11]([NH:17][CH2:18][CH2:19][N:20]2[CH2:25][CH2:24][O:23][CH2:22][CH2:21]2)[CH:10]=1)([CH3:3])[CH3:4], predict the reactants needed to synthesize it. The reactants are: [C:1]([O:5][C:6](=[O:16])[NH:7][CH2:8][C:9]1[CH:14]=[CH:13][CH:12]=[C:11](I)[CH:10]=1)([CH3:4])([CH3:3])C.[NH2:17][CH2:18][CH2:19][N:20]1[CH2:25][CH2:24][O:23][CH2:22][CH2:21]1.C([O-])([O-])=O.[K+].[K+].N1CCC[C@H]1C(O)=O. (6) Given the product [CH3:8][CH:9]([CH3:14])[C:10](=[O:13])[CH2:11][CH2:12][C:2]1[CH:3]=[N:4][CH:5]=[CH:6][CH:7]=1, predict the reactants needed to synthesize it. The reactants are: I[C:2]1[CH:3]=[N:4][CH:5]=[CH:6][CH:7]=1.[CH3:8][CH:9]([CH3:14])[CH:10]([OH:13])[CH:11]=[CH2:12].C(=O)(O)[O-].[Na+].N1CCCC1. (7) The reactants are: Cl[C:2]1[N:7]=[C:6]([NH:8][C:9]2[CH:13]=[C:12]([CH3:14])[NH:11][N:10]=2)[CH:5]=[C:4]([Cl:15])[N:3]=1.C(N(C(C)C)CC)(C)C.[N:25]1[CH:30]=[CH:29][CH:28]=[CH:27][C:26]=1[C:31]1[CH:35]=[C:34]([CH:36]2[CH2:39][CH2:38][NH:37]2)[O:33][N:32]=1. Given the product [Cl:15][C:4]1[N:3]=[C:2]([N:37]2[CH2:38][CH2:39][CH:36]2[C:34]2[O:33][N:32]=[C:31]([C:26]3[CH:27]=[CH:28][CH:29]=[CH:30][N:25]=3)[CH:35]=2)[N:7]=[C:6]([NH:8][C:9]2[CH:13]=[C:12]([CH3:14])[NH:11][N:10]=2)[CH:5]=1, predict the reactants needed to synthesize it.